From a dataset of Forward reaction prediction with 1.9M reactions from USPTO patents (1976-2016). Predict the product of the given reaction. Given the reactants [C:1]([C:3]1[CH:4]=[C:5]([CH:10]=[CH:11][C:12]=1[O:13][CH3:14])[C:6]([O:8][CH3:9])=[O:7])#[N:2].[ClH:15].NCC1C=C(C=C(OC)C=1)C(OC)=O, predict the reaction product. The product is: [ClH:15].[NH2:2][CH2:1][C:3]1[CH:4]=[C:5]([CH:10]=[CH:11][C:12]=1[O:13][CH3:14])[C:6]([O:8][CH3:9])=[O:7].